This data is from Full USPTO retrosynthesis dataset with 1.9M reactions from patents (1976-2016). The task is: Predict the reactants needed to synthesize the given product. (1) Given the product [CH3:1][O:2][C:3]([C:5]1([CH3:26])[O:10][CH2:9][CH:8]([CH2:11][CH2:12][CH2:13][CH2:14][O:15][N:16]=[C:17]([C:19]2[CH:20]=[CH:21][C:22]([O:25][S:35]([CH3:34])(=[O:37])=[O:36])=[CH:23][CH:24]=2)[CH3:18])[CH2:7][O:6]1)=[O:4], predict the reactants needed to synthesize it. The reactants are: [CH3:1][O:2][C:3]([C:5]1([CH3:26])[O:10][CH2:9][CH:8]([CH2:11][CH2:12][CH2:13][CH2:14][O:15][N:16]=[C:17]([C:19]2[CH:24]=[CH:23][C:22]([OH:25])=[CH:21][CH:20]=2)[CH3:18])[CH2:7][O:6]1)=[O:4].C(N(CC)CC)C.[CH3:34][S:35](Cl)(=[O:37])=[O:36]. (2) Given the product [CH2:1]([C:3]1[S:7][C:6]([C:8]2[O:12][C:11]3[CH:13]=[CH:14][CH:15]=[C:16]([OH:17])[C:10]=3[CH:9]=2)=[CH:5][CH:4]=1)[CH3:2], predict the reactants needed to synthesize it. The reactants are: [CH2:1]([C:3]1[S:7][C:6]([C:8]2[O:12][C:11]3[CH:13]=[CH:14][CH:15]=[C:16]([O:17]C)[C:10]=3[CH:9]=2)=[CH:5][CH:4]=1)[CH3:2].B(Br)(Br)Br. (3) Given the product [C:1]([O:5][C:6]([N:8]1[CH2:13][CH:12]=[C:11]([B:22]2[O:26][C:25]([CH3:28])([CH3:27])[C:24]([CH3:30])([CH3:29])[O:23]2)[CH2:10][CH2:9]1)=[O:7])([CH3:4])([CH3:3])[CH3:2], predict the reactants needed to synthesize it. The reactants are: [C:1]([O:5][C:6]([N:8]1[CH2:13][CH:12]=[C:11](OS(C(F)(F)F)(=O)=O)[CH2:10][CH2:9]1)=[O:7])([CH3:4])([CH3:3])[CH3:2].[B:22]1([B:22]2[O:26][C:25]([CH3:28])([CH3:27])[C:24]([CH3:30])([CH3:29])[O:23]2)[O:26][C:25]([CH3:28])([CH3:27])[C:24]([CH3:30])([CH3:29])[O:23]1.C([O-])(=O)C.[K+]. (4) Given the product [CH3:1][O:2][C:3]1[CH:21]=[C:20]([O:22][CH2:33][C:31]2[N:32]=[C:28]([C:27]3[O:23][CH:24]=[N:25][CH:26]=3)[S:29][CH:30]=2)[C:6]2[CH:7]=[C:8]([C:10]3[N:11]=[C:12]4[N:16]([CH:17]=3)[N:15]=[C:14]([O:18][CH3:19])[S:13]4)[O:9][C:5]=2[CH:4]=1, predict the reactants needed to synthesize it. The reactants are: [CH3:1][O:2][C:3]1[CH:4]=[C:5]2[O:9][C:8]([C:10]3[N:11]=[C:12]4[N:16]([CH:17]=3)[N:15]=[C:14]([O:18][CH3:19])[S:13]4)=[CH:7][C:6]2=[C:20]([OH:22])[CH:21]=1.[O:23]1[C:27]([C:28]2[S:29][CH:30]=[C:31]([CH2:33]O)[N:32]=2)=[CH:26][N:25]=[CH:24]1. (5) Given the product [CH2:17]([O:16][C:11](=[O:15])[C:12](=[N:10][NH:9][C:3]1[CH:4]=[CH:5][CH:6]=[C:7]([F:8])[C:2]=1[F:1])[CH3:14])[CH3:18], predict the reactants needed to synthesize it. The reactants are: [F:1][C:2]1[C:7]([F:8])=[CH:6][CH:5]=[CH:4][C:3]=1[NH:9][NH2:10].[C:11]([O:16][CH2:17][CH3:18])(=[O:15])[C:12]([CH3:14])=O. (6) Given the product [CH3:1][O:2][C:3]1[CH:4]=[C:5]2[C:10](=[CH:11][CH:12]=1)[C:9]([C:13]([C:14]1[CH:19]=[CH:18][C:17]([O:20][CH2:21][CH2:22][N:23]3[CH2:24][CH2:25][CH2:26][CH2:27][CH2:28]3)=[CH:16][CH:15]=1)=[O:29])=[C:8]([C:40]1[C:39]([F:38])=[CH:44][C:43]([F:45])=[CH:42][C:41]=1[F:46])[CH:7]=[CH:6]2, predict the reactants needed to synthesize it. The reactants are: [CH3:1][O:2][C:3]1[CH:4]=[C:5]2[C:10](=[CH:11][CH:12]=1)[C:9]([C:13](=[O:29])[C:14]1[CH:19]=[CH:18][C:17]([O:20][CH2:21][CH2:22][N:23]3[CH2:28][CH2:27][CH2:26][CH2:25][CH2:24]3)=[CH:16][CH:15]=1)=[C:8](OS(C(F)(F)F)(=O)=O)[CH:7]=[CH:6]2.[F:38][C:39]1[CH:44]=[C:43]([F:45])[CH:42]=[C:41]([F:46])[C:40]=1B(O)O.P([O-])([O-])([O-])=O.[K+].[K+].[K+]. (7) Given the product [F:1][C:2]1[CH:7]=[CH:6][C:5]([CH:18]([CH3:19])[C:17]([C:14]2[CH:15]=[CH:16][C:11]([O:10][CH3:9])=[CH:12][CH:13]=2)=[O:20])=[CH:4][CH:3]=1, predict the reactants needed to synthesize it. The reactants are: [F:1][C:2]1[CH:7]=[CH:6][C:5](Cl)=[CH:4][CH:3]=1.[CH3:9][O:10][C:11]1[CH:16]=[CH:15][C:14]([C:17](=[O:20])[CH2:18][CH3:19])=[CH:13][CH:12]=1.P.C(O[Na])(C)(C)C. (8) Given the product [Cl:22][C:19]1[S:18][C:17]([C:15]([NH:14][CH2:13][CH:11]2[O:10][C:9](=[O:23])[N:8]([C:5]3[CH:6]=[CH:7][C:2]([N:1]4[C:45](=[O:64])[CH2:44][N:46]([C:24]([O:26][C:27]([CH3:30])([CH3:29])[CH3:28])=[O:25])[CH2:52][C:53]4=[O:54])=[CH:3][CH:4]=3)[CH2:12]2)=[O:16])=[CH:21][CH:20]=1, predict the reactants needed to synthesize it. The reactants are: [NH2:1][C:2]1[CH:7]=[CH:6][C:5]([N:8]2[CH2:12][CH:11]([CH2:13][NH:14][C:15]([C:17]3[S:18][C:19]([Cl:22])=[CH:20][CH:21]=3)=[O:16])[O:10][C:9]2=[O:23])=[CH:4][CH:3]=1.[C:24](C(NCC(O)=O)C(O)=O)([O:26][C:27]([CH3:30])([CH3:29])[CH3:28])=[O:25].C1C=CC2N(O)N=[N:46][C:44]=2[CH:45]=1.CN1CC[O:54][CH2:53][CH2:52]1.CN(C([O:64]N1N=NC2C=CC=CC1=2)=[N+](C)C)C.F[P-](F)(F)(F)(F)F. (9) Given the product [Br:21][C:14]1[CH:13]=[C:12]2[C:17]([C:18]3[CH2:19][CH2:20][NH:8][CH2:9][C:10]=3[N:11]2[CH3:22])=[CH:16][CH:15]=1, predict the reactants needed to synthesize it. The reactants are: C(OC([N:8]1[CH2:20][CH2:19][C:18]2[C:17]3[C:12](=[CH:13][C:14]([Br:21])=[CH:15][CH:16]=3)[N:11]([CH3:22])[C:10]=2[CH2:9]1)=O)(C)(C)C.FC(F)(F)C(O)=O.